This data is from Peptide-MHC class I binding affinity with 185,985 pairs from IEDB/IMGT. The task is: Regression. Given a peptide amino acid sequence and an MHC pseudo amino acid sequence, predict their binding affinity value. This is MHC class I binding data. (1) The peptide sequence is RPALVFDITK. The MHC is HLA-B51:01 with pseudo-sequence HLA-B51:01. The binding affinity (normalized) is 0. (2) The peptide sequence is DEDDSEPVL. The MHC is HLA-B44:03 with pseudo-sequence HLA-B44:03. The binding affinity (normalized) is 0.107.